Task: Predict the reactants needed to synthesize the given product.. Dataset: Full USPTO retrosynthesis dataset with 1.9M reactions from patents (1976-2016) Given the product [Br:8][C:6]1[CH:5]=[C:4]([F:9])[C:3]2[O:10][CH2:17][C:18](=[O:19])[NH:1][C:2]=2[CH:7]=1, predict the reactants needed to synthesize it. The reactants are: [NH2:1][C:2]1[CH:7]=[C:6]([Br:8])[CH:5]=[C:4]([F:9])[C:3]=1[OH:10].C(=O)(O)[O-].[Na+].Cl[CH2:17][C:18](Cl)=[O:19].